This data is from Catalyst prediction with 721,799 reactions and 888 catalyst types from USPTO. The task is: Predict which catalyst facilitates the given reaction. (1) Reactant: F[C:2]1[C:3]([C:10]#[N:11])=[N:4][CH:5]=[C:6]([F:9])[C:7]=1[I:8].O.[NH2:13][NH2:14]. Product: [F:9][C:6]1[C:7]([I:8])=[C:2]2[NH:14][N:13]=[C:10]([NH2:11])[C:3]2=[N:4][CH:5]=1. The catalyst class is: 51. (2) Reactant: [NH2:1][C@H:2]([C:11]([OH:13])=[O:12])[CH2:3][C:4]1[CH:9]=[CH:8][C:7]([OH:10])=[CH:6][CH:5]=1.[C:14]([O:18][C:19](O[C:19]([O:18][C:14]([CH3:17])([CH3:16])[CH3:15])=[O:20])=[O:20])([CH3:17])([CH3:16])[CH3:15].[OH-:29].[K+]. Product: [C:19]([NH:1][C@H:2]([C:11]([OH:13])=[O:12])[CH2:3][C:4]1[CH:5]=[CH:6][C:7]([O:10][C:19]([O:18][C:14]([CH3:17])([CH3:16])[CH3:15])=[O:20])=[CH:8][CH:9]=1)([O:18][C:14]([CH3:17])([CH3:16])[CH3:15])=[O:29]. The catalyst class is: 657. (3) Reactant: [N+:1]([C:4]1[CH:9]=[CH:8][CH:7]=[C:6]([CH:10]=[CH2:11])[CH:5]=1)([O-])=O.[O-]S(S([O-])=O)=O.[Na+].[Na+]. Product: [CH:10]([C:6]1[CH:5]=[C:4]([CH:9]=[CH:8][CH:7]=1)[NH2:1])=[CH2:11]. The catalyst class is: 40. (4) The catalyst class is: 1. Reactant: [H-].[Na+].[Cl:3][C:4]1[CH:9]=[CH:8][C:7]([C:10]2[C:14]([CH2:15][OH:16])=[CH:13][O:12][N:11]=2)=[CH:6][CH:5]=1.Cl[C:18]1[CH:27]=[CH:26][C:21]([C:22]([O:24][CH3:25])=[O:23])=[CH:20][N:19]=1.[Cl-].[Na+]. Product: [CH3:25][O:24][C:22](=[O:23])[C:21]1[CH:26]=[CH:27][C:18]([O:16][CH2:15][C:14]2[C:10]([C:7]3[CH:6]=[CH:5][C:4]([Cl:3])=[CH:9][CH:8]=3)=[N:11][O:12][CH:13]=2)=[N:19][CH:20]=1. (5) Reactant: [Cl:1][C:2]1[CH:3]=[C:4]([CH:16]=[CH:17][CH:18]=1)[CH2:5][N:6]1[CH:11]=[CH:10][CH:9]=[C:8]([C:12]([OH:14])=O)[C:7]1=[O:15].[NH2:19][C@@H:20]([CH2:28][CH2:29][CH2:30][NH:31][C:32]([NH:34][S:35]([C:38]1[C:39]([CH3:52])=[C:40]2[C:45](=[C:46]([CH3:49])[C:47]=1[CH3:48])[O:44][C:43]([CH3:51])([CH3:50])[CH2:42][CH2:41]2)(=[O:37])=[O:36])=[NH:33])[C:21]([O:23][C:24]([CH3:27])([CH3:26])[CH3:25])=[O:22].CN(C(ON1N=NC2C=CC=CC1=2)=[N+](C)C)C.F[P-](F)(F)(F)(F)F.CCN(C(C)C)C(C)C. Product: [Cl:1][C:2]1[CH:3]=[C:4]([CH:16]=[CH:17][CH:18]=1)[CH2:5][N:6]1[CH:11]=[CH:10][CH:9]=[C:8]([C:12]([NH:19][C@@H:20]([CH2:28][CH2:29][CH2:30][NH:31][C:32]([NH:34][S:35]([C:38]2[C:39]([CH3:52])=[C:40]3[C:45](=[C:46]([CH3:49])[C:47]=2[CH3:48])[O:44][C:43]([CH3:51])([CH3:50])[CH2:42][CH2:41]3)(=[O:36])=[O:37])=[NH:33])[C:21]([O:23][C:24]([CH3:25])([CH3:26])[CH3:27])=[O:22])=[O:14])[C:7]1=[O:15]. The catalyst class is: 3.